The task is: Predict the reaction yield, written as a fraction of the theoretical maximum amount of product (1.0 means a 100% yield; for example, 0.34 means a 34% yield).. This data is from Reaction yield outcomes from USPTO patents with 853,638 reactions. (1) The yield is 0.665. The catalyst is O1CCCC1. The product is [CH3:62][O:53][C:52]([C@:10]12[O:32][C@:13]([C:33]3[CH:38]=[CH:37][C:36]([Cl:39])=[C:35]([CH2:40][C:41]4[CH:46]=[CH:45][C:44]([O:47][C:48]([F:49])([F:50])[F:51])=[CH:43][CH:42]=4)[CH:34]=3)([O:12][CH2:11]1)[C@H:14]([O:24][CH2:25][C:26]1[CH:31]=[CH:30][CH:29]=[CH:28][CH:27]=1)[C@@H:15]([O:16][CH2:17][C:18]1[CH:23]=[CH:22][CH:21]=[CH:20][CH:19]=1)[C@@H:9]2[O:8][CH2:1][C:2]1[CH:7]=[CH:6][CH:5]=[CH:4][CH:3]=1)=[O:54]. The reactants are [CH2:1]([O:8][C@H:9]1[C@H:15]([O:16][CH2:17][C:18]2[CH:23]=[CH:22][CH:21]=[CH:20][CH:19]=2)[C@@H:14]([O:24][CH2:25][C:26]2[CH:31]=[CH:30][CH:29]=[CH:28][CH:27]=2)[C@:13]2([C:33]3[CH:38]=[CH:37][C:36]([Cl:39])=[C:35]([CH2:40][C:41]4[CH:46]=[CH:45][C:44]([O:47][C:48]([F:51])([F:50])[F:49])=[CH:43][CH:42]=4)[CH:34]=3)[O:32][C@@:10]1([C:52]([OH:54])=[O:53])[CH2:11][O:12]2)[C:2]1[CH:7]=[CH:6][CH:5]=[CH:4][CH:3]=1.CO.S(=O)(=O)(O)O.[C:62](=O)(O)[O-].[Na+]. (2) The reactants are [N:1]1[C:9]2[C:4](=[N:5][CH:6]=[CH:7][CH:8]=2)[N:3]([CH2:10][C:11]([OH:13])=O)[CH:2]=1.[F:14][C:15]1[CH:20]=[CH:19][C:18]([N:21]2[C:29]3[CH2:28][CH2:27][CH2:26][NH:25][C:24]=3[CH:23]=[N:22]2)=[CH:17][CH:16]=1.C(N(CC)CC)C.CN(C(ON1N=NC2C=CC=NC1=2)=[N+](C)C)C.F[P-](F)(F)(F)(F)F. The catalyst is CN(C=O)C.C(=O)(O)[O-].[Na+]. The product is [F:14][C:15]1[CH:16]=[CH:17][C:18]([N:21]2[C:29]3[CH2:28][CH2:27][CH2:26][N:25]([C:11](=[O:13])[CH2:10][N:3]4[C:4]5=[N:5][CH:6]=[CH:7][CH:8]=[C:9]5[N:1]=[CH:2]4)[C:24]=3[CH:23]=[N:22]2)=[CH:19][CH:20]=1. The yield is 0.300. (3) The reactants are [NH:1]1[C:9]2[C:4](=[CH:5][CH:6]=[C:7]([NH:10][C:11]3[N:20]=[C:19]([NH:21][C@@H:22]4[CH2:27][CH2:26][CH2:25][CH2:24][C@@H:23]4[NH2:28])[CH:18]=[C:17]([C:29]#[N:30])[C:12]=3[C:13](OC)=[O:14])[CH:8]=2)[CH:3]=[N:2]1. The catalyst is CO.[Pd]. The product is [NH:1]1[C:9]2[C:4](=[CH:5][CH:6]=[C:7]([NH:10][C:11]3[C:12]4[C:13](=[O:14])[NH:30][CH2:29][C:17]=4[CH:18]=[C:19]([NH:21][C@@H:22]4[CH2:27][CH2:26][CH2:25][CH2:24][C@@H:23]4[NH2:28])[N:20]=3)[CH:8]=2)[CH:3]=[N:2]1. The yield is 0.182. (4) The yield is 0.440. The reactants are F[C:2](F)(F)[C:3]([OH:5])=[O:4].[Cl:8][C:9]1[C:10]([F:38])=[C:11]([CH:15]2[C:19]([C:22]3[C:27]([F:28])=[CH:26][C:25]([Cl:29])=[CH:24][N:23]=3)([C:20]#[N:21])[CH:18]([CH2:30][C:31]([CH3:34])([CH3:33])[CH3:32])[NH:17][CH:16]2[C:35]([OH:37])=O)[CH:12]=[CH:13][CH:14]=1.[CH2:39](N)C.CN(C(O[N:50]1N=N[C:52]2[CH:53]=[CH:54]C=N[C:51]1=2)=[N+](C)C)C.F[P-](F)(F)(F)(F)F.CCN(C(C)C)C(C)C. The catalyst is C(Cl)Cl. The product is [CH3:2][C:3]1([CH3:39])[O:5][C@@H:53]([CH2:52][CH2:51][NH:50][C:35]([CH:16]2[CH:15]([C:11]3[CH:12]=[CH:13][CH:14]=[C:9]([Cl:8])[C:10]=3[F:38])[C:19]([C:22]3[C:27]([F:28])=[CH:26][C:25]([Cl:29])=[CH:24][N:23]=3)([C:20]#[N:21])[CH:18]([CH2:30][C:31]([CH3:34])([CH3:32])[CH3:33])[NH:17]2)=[O:37])[CH2:54][O:4]1. (5) The reactants are O.[O:2]=[CH:3][C@@H:4]([C@H:6]([C@@H:8]([C@@H:10]([CH2:12][OH:13])[OH:11])[OH:9])[OH:7])[OH:5].[C:14]([O-:26])(=[O:25])[CH2:15][C:16]([CH2:21][C:22]([O-:24])=[O:23])([C:18]([O-:20])=[O:19])[OH:17].[NH4+:27].[NH4+].[NH4+]. No catalyst specified. The product is [C:14]([O-:26])(=[O:25])[CH2:15][C:16]([CH2:21][C:22]([O-:24])=[O:23])([C:18]([O-:20])=[O:19])[OH:17].[NH4+:27].[NH4+:27].[NH4+:27].[O:2]=[CH:3][C@@H:4]([C@H:6]([C@@H:8]([C@@H:10]([CH2:12][OH:13])[OH:11])[OH:9])[OH:7])[OH:5]. The yield is 0.0800. (6) The reactants are Cl.C[O:3][C:4]1[CH:9]=[C:8]([O:10]C)[CH:7]=[CH:6][C:5]=1[CH2:12][CH2:13][CH2:14][CH2:15][NH:16][C:17]([NH:19][C:20]([C:22]1[C:27]([NH2:28])=[N:26][C:25]([NH2:29])=[C:24]([Cl:30])[N:23]=1)=[O:21])=[NH:18]. The catalyst is Br. The product is [ClH:30].[OH:3][C:4]1[CH:9]=[C:8]([OH:10])[CH:7]=[CH:6][C:5]=1[CH2:12][CH2:13][CH2:14][CH2:15][NH:16][C:17]([NH:19][C:20]([C:22]1[C:27]([NH2:28])=[N:26][C:25]([NH2:29])=[C:24]([Cl:30])[N:23]=1)=[O:21])=[NH:18]. The yield is 0.320. (7) The reactants are Cl[C:2]1[CH:7]=[CH:6][C:5]([N+:8]([O-:10])=[O:9])=[CH:4][N:3]=1.[CH2:11]([O:13][C:14]([C:16]1[CH:17]=[C:18](B(O)O)[CH:19]=[CH:20][CH:21]=1)=[O:15])[CH3:12].C([O-])([O-])=O.[Na+].[Na+].C(P(C(C)(C)C)C1C=CC=CC=1C1C(C(C)C)=CC(C(C)C)=CC=1C(C)C)(C)(C)C. The catalyst is O1CCOCC1.C(OCC)(=O)C.Cl[Pd](Cl)([P](C1C=CC=CC=1)(C1C=CC=CC=1)C1C=CC=CC=1)[P](C1C=CC=CC=1)(C1C=CC=CC=1)C1C=CC=CC=1. The yield is 0.890. The product is [N+:8]([C:5]1[CH:6]=[CH:7][C:2]([C:20]2[CH:21]=[C:16]([CH:17]=[CH:18][CH:19]=2)[C:14]([O:13][CH2:11][CH3:12])=[O:15])=[N:3][CH:4]=1)([O-:10])=[O:9]. (8) The reactants are C(Cl)(=O)C(Cl)=O.[F:7][C:8]([F:15])([F:14])[C:9](=[CH2:13])[C:10]([OH:12])=[O:11].[C:16](O)([CH3:19])([CH3:18])[CH3:17].N1C=CC=CC=1.Cl. The catalyst is C(Cl)Cl. The product is [F:7][C:8]([F:15])([F:14])[C:9](=[CH2:13])[C:10]([O:12][C:16]([CH3:19])([CH3:18])[CH3:17])=[O:11]. The yield is 0.700. (9) The reactants are [CH2:1]([O:8][C:9]([N:11]1[CH2:16][CH2:15][CH:14]([C:17](=[O:21])[CH:18]=[N+]=[N-])[CH2:13][CH2:12]1)=[O:10])[C:2]1[CH:7]=[CH:6][CH:5]=[CH:4][CH:3]=1.[BrH:22].CC(O)=O.C([O-])(O)=O.[Na+]. The catalyst is CCOC(C)=O. The product is [CH2:1]([O:8][C:9]([N:11]1[CH2:16][CH2:15][CH:14]([C:17](=[O:21])[CH2:18][Br:22])[CH2:13][CH2:12]1)=[O:10])[C:2]1[CH:7]=[CH:6][CH:5]=[CH:4][CH:3]=1. The yield is 0.810.